This data is from Catalyst prediction with 721,799 reactions and 888 catalyst types from USPTO. The task is: Predict which catalyst facilitates the given reaction. (1) Reactant: [F:1][C:2]1[CH:3]=[CH:4][CH:5]=[C:6]2[C:11]=1[N:10]=[C:9]([CH2:12][NH2:13])[C:8]([C:14]1[CH:19]=[CH:18][CH:17]=[CH:16][C:15]=1[S:20]([CH3:23])(=[O:22])=[O:21])=[CH:7]2.[NH2:24][C:25]1[C:30]([C:31]#[N:32])=[C:29](Cl)[N:28]=[CH:27][N:26]=1.C(N(C(C)C)CC)(C)C. Product: [NH2:24][C:25]1[C:30]([C:31]#[N:32])=[C:29]([NH:13][CH2:12][C:9]2[C:8]([C:14]3[CH:19]=[CH:18][CH:17]=[CH:16][C:15]=3[S:20]([CH3:23])(=[O:22])=[O:21])=[CH:7][C:6]3[C:11](=[C:2]([F:1])[CH:3]=[CH:4][CH:5]=3)[N:10]=2)[N:28]=[CH:27][N:26]=1. The catalyst class is: 51. (2) Reactant: [Br:1]N1C(=O)NC(=O)N(Br)C1=O.[CH:12]1([C:15]2[CH:24]=[CH:23][C:18]([C:19]([O:21][CH3:22])=[O:20])=[C:17]([O:25][CH2:26][CH3:27])[CH:16]=2)[CH2:14][CH2:13]1.S([O-])([O-])(=O)=S.[Na+].[Na+]. Product: [Br:1][C:24]1[C:15]([CH:12]2[CH2:14][CH2:13]2)=[CH:16][C:17]([O:25][CH2:26][CH3:27])=[C:18]([CH:23]=1)[C:19]([O:21][CH3:22])=[O:20]. The catalyst class is: 3.